Dataset: Peptide-MHC class I binding affinity with 185,985 pairs from IEDB/IMGT. Task: Regression. Given a peptide amino acid sequence and an MHC pseudo amino acid sequence, predict their binding affinity value. This is MHC class I binding data. (1) The peptide sequence is KSLYNTIAVLY. The binding affinity (normalized) is 0.491. The MHC is HLA-B57:01 with pseudo-sequence HLA-B57:01. (2) The binding affinity (normalized) is 0.0847. The MHC is HLA-A03:01 with pseudo-sequence HLA-A03:01. The peptide sequence is RKRLMSMVK. (3) The peptide sequence is ESAERLKAY. The MHC is HLA-A30:01 with pseudo-sequence HLA-A30:01. The binding affinity (normalized) is 0.0847. (4) The peptide sequence is FLLSLGIHL. The MHC is HLA-A02:03 with pseudo-sequence HLA-A02:03. The binding affinity (normalized) is 0.539.